This data is from Reaction yield outcomes from USPTO patents with 853,638 reactions. The task is: Predict the reaction yield, written as a fraction of the theoretical maximum amount of product (1.0 means a 100% yield; for example, 0.34 means a 34% yield). (1) The reactants are [CH3:1][O:2][C:3]([C:5]1[S:6][C:7]([C:11]2[CH:16]=[CH:15][CH:14]=[CH:13][CH:12]=2)=[CH:8][C:9]=1Br)=[O:4].[CH:17]1([NH2:20])[CH2:19][CH2:18]1.C(=O)([O-])[O-].[Cs+].[Cs+].C1C=CC(P(C2C(C3C(P(C4C=CC=CC=4)C4C=CC=CC=4)=CC=C4C=3C=CC=C4)=C3C(C=CC=C3)=CC=2)C2C=CC=CC=2)=CC=1. The catalyst is C1(C)C=CC=CC=1. The product is [CH3:1][O:2][C:3]([C:5]1[S:6][C:7]([C:11]2[CH:16]=[CH:15][CH:14]=[CH:13][CH:12]=2)=[CH:8][C:9]=1[NH:20][CH:17]1[CH2:19][CH2:18]1)=[O:4]. The yield is 0.220. (2) The reactants are [F:1][C:2]1[CH:3]=[C:4]([C:9]2[C:10]([CH2:18][CH3:19])=[N:11][N:12]3[CH:17]=[CH:16][CH:15]=[CH:14][C:13]=23)[CH:5]=[C:6]([F:8])[CH:7]=1.[Br:20]N1C(=O)CCC1=O.C(OOC(=O)C1C=CC=CC=1)(=O)C1C=CC=CC=1. The catalyst is C(Cl)(Cl)(Cl)Cl. The product is [Br:20][CH:18]([C:10]1[C:9]([C:4]2[CH:3]=[C:2]([F:1])[CH:7]=[C:6]([F:8])[CH:5]=2)=[C:13]2[CH:14]=[CH:15][CH:16]=[CH:17][N:12]2[N:11]=1)[CH3:19]. The yield is 1.00. (3) The reactants are [CH3:1][C:2]1([CH3:42])[CH2:7][CH2:6][C:5]([C:8]2[C:13]([NH:14][C:15]([C:17]3[N:18](COCC[Si](C)(C)C)[CH:19]=[C:20]([C:22]#[N:23])[N:21]=3)=[O:16])=[CH:12][CH:11]=[C:10]([CH:32]3[CH2:37][C:36]([CH3:39])([CH3:38])[O:35][C:34]([CH3:41])([CH3:40])[CH2:33]3)[N:9]=2)=[CH:4][CH2:3]1. The product is [CH3:1][C:2]1([CH3:42])[CH2:7][CH2:6][C:5]([C:8]2[C:13]([NH:14][C:15]([C:17]3[NH:18][CH:19]=[C:20]([C:22]#[N:23])[N:21]=3)=[O:16])=[CH:12][CH:11]=[C:10]([CH:32]3[CH2:33][C:34]([CH3:41])([CH3:40])[O:35][C:36]([CH3:39])([CH3:38])[CH2:37]3)[N:9]=2)=[CH:4][CH2:3]1. The catalyst is CN(C=O)C. The yield is 0.750.